Dataset: CYP1A2 inhibition data for predicting drug metabolism from PubChem BioAssay. Task: Regression/Classification. Given a drug SMILES string, predict its absorption, distribution, metabolism, or excretion properties. Task type varies by dataset: regression for continuous measurements (e.g., permeability, clearance, half-life) or binary classification for categorical outcomes (e.g., BBB penetration, CYP inhibition). Dataset: cyp1a2_veith. (1) The compound is CCCCNCCOCCSc1ccc(Cl)cc1.O=C(O)C(=O)O. The result is 1 (inhibitor). (2) The drug is Cc1ccc(N=Nc2c(=O)[nH]n3c(C)cc(C)nc23)cc1. The result is 1 (inhibitor). (3) The molecule is Fc1ccc(Nc2ccnc(-c3ccc4c(c3)OCO4)n2)cc1. The result is 1 (inhibitor). (4) The compound is CC(=O)OC1C2CCCC1C([NH+]1CCCC1)CC2.[Cl-]. The result is 0 (non-inhibitor). (5) The drug is Cn1c[n+](C)cc1/C=N/O.[I-]. The result is 0 (non-inhibitor). (6) The compound is COc1ccc2[nH]cc(CCNc3ccnc(-c4cccnc4)n3)c2c1. The result is 1 (inhibitor).